This data is from Full USPTO retrosynthesis dataset with 1.9M reactions from patents (1976-2016). The task is: Predict the reactants needed to synthesize the given product. (1) Given the product [Cl:16][C:17]1[CH:23]=[C:22]([Cl:24])[CH:21]=[C:20]([Cl:25])[C:18]=1[CH2:4][C:5](=[O:6])[CH3:7], predict the reactants needed to synthesize it. The reactants are: C([O:4][C:5]([CH3:7])=[CH2:6])(=O)C.N(OC(CC)(C)C)=O.[Cl:16][C:17]1[CH:23]=[C:22]([Cl:24])[CH:21]=[C:20]([Cl:25])[C:18]=1N. (2) Given the product [F:25][C:19]1[C:20]([F:24])=[CH:21][CH:22]=[CH:23][C:18]=1[C:16]1[N:17]=[C:12]2[CH:11]=[N:10][N:9]([CH2:8][C:5]3[N:6]=[N:7][C:2]([C:32]4[CH:31]=[C:30]5[C:35](=[CH:34][CH:33]=4)[N:27]([CH3:26])[CH:28]=[CH:29]5)=[CH:3][CH:4]=3)[CH:14]=[C:13]2[N:15]=1, predict the reactants needed to synthesize it. The reactants are: Cl[C:2]1[N:7]=[N:6][C:5]([CH2:8][N:9]2[CH:14]=[C:13]3[N:15]=[C:16]([C:18]4[CH:23]=[CH:22][CH:21]=[C:20]([F:24])[C:19]=4[F:25])[N:17]=[C:12]3[CH:11]=[N:10]2)=[CH:4][CH:3]=1.[CH3:26][N:27]1[C:35]2[C:30](=[CH:31][C:32](B(O)O)=[CH:33][CH:34]=2)[CH:29]=[CH:28]1. (3) Given the product [CH3:19][O:18][C:15]1[CH:16]=[CH:17][CH:9]=[C:10]([CH:14]=1)[C:11]([NH2:33])=[O:12], predict the reactants needed to synthesize it. The reactants are: C(C1OC(C(C2OC(CC)=CC=2)[C:9]2[CH:17]=[CH:16][C:15]([O:18][CH3:19])=[CH:14][C:10]=2[C:11](O)=[O:12])=CC=1)C.C1([N:33]=C=NC2CCCCC2)CCCCC1.N. (4) Given the product [CH3:17][CH2:16][CH2:15][CH2:14][CH2:13][CH2:12][CH2:11][CH2:10][CH2:9][CH2:8][CH3:7], predict the reactants needed to synthesize it. The reactants are: C(O[CH2:7][CH2:8][CH2:9][CH2:10][CH2:11][CH2:12][CH2:13][CH2:14][CH2:15][CH2:16][CH2:17]C)(=O)C(C)=C.C(OCCCCCCCC)(=O)C(C)=C.